Dataset: Forward reaction prediction with 1.9M reactions from USPTO patents (1976-2016). Task: Predict the product of the given reaction. (1) Given the reactants [Cl:1][C:2]1[C:3]([C:39]2[S:43][C:42]([C:44]3([OH:48])[CH2:47][CH2:46][CH2:45]3)=[N:41][CH:40]=2)=[C:4]2[CH:10]=[C:9]([C:11]3[CH:12]=[N:13][N:14]([CH:16]4[CH2:21][CH2:20][N:19](C(OC(C)(C)C)=O)[CH2:18][CH2:17]4)[CH:15]=3)[N:8]([S:29]([C:32]3[CH:38]=[CH:37][C:35]([CH3:36])=[CH:34][CH:33]=3)(=[O:31])=[O:30])[C:5]2=[N:6][CH:7]=1.FC(F)(F)C(O)=O, predict the reaction product. The product is: [Cl:1][C:2]1[C:3]([C:39]2[S:43][C:42]([C:44]3([OH:48])[CH2:45][CH2:46][CH2:47]3)=[N:41][CH:40]=2)=[C:4]2[CH:10]=[C:9]([C:11]3[CH:12]=[N:13][N:14]([CH:16]4[CH2:21][CH2:20][NH:19][CH2:18][CH2:17]4)[CH:15]=3)[N:8]([S:29]([C:32]3[CH:33]=[CH:34][C:35]([CH3:36])=[CH:37][CH:38]=3)(=[O:31])=[O:30])[C:5]2=[N:6][CH:7]=1. (2) Given the reactants [F:1][C:2]([F:20])([F:19])[C:3]1[CH:4]=[N:5][C:6]([NH:12][CH2:13][CH2:14][C:15]([F:18])([F:17])[F:16])=[C:7]([CH:11]=1)[C:8]([OH:10])=O.[CH3:21][C:22]([NH2:26])([C:24]#[CH:25])[CH3:23].CCN=C=NCCCN(C)C.CCN(C(C)C)C(C)C.C1C=CC2N(O)N=NC=2C=1, predict the reaction product. The product is: [CH3:21][C:22]([NH:26][C:8](=[O:10])[C:7]1[CH:11]=[C:3]([C:2]([F:1])([F:20])[F:19])[CH:4]=[N:5][C:6]=1[NH:12][CH2:13][CH2:14][C:15]([F:18])([F:17])[F:16])([C:24]#[CH:25])[CH3:23]. (3) The product is: [Cl:5][CH2:6][C:7]1([CH3:27])[O:11][N:10]=[C:9]([S:12][CH2:13][C:14]2[C:15]([C:23]([F:26])([F:25])[F:24])=[N:16][N:17]([CH2:21][CH3:22])[C:18]=2[OH:19])[CH2:8]1. Given the reactants B(Br)(Br)Br.[Cl:5][CH2:6][C:7]1([CH3:27])[O:11][N:10]=[C:9]([S:12][CH2:13][C:14]2[C:15]([C:23]([F:26])([F:25])[F:24])=[N:16][N:17]([CH2:21][CH3:22])[C:18]=2[O:19]C)[CH2:8]1.C(Cl)(Cl)Cl, predict the reaction product. (4) Given the reactants C[O-].[Na+].C([S:7][C@@H:8]1[CH2:12][N:11]([CH3:13])[C@H:10]([C:14]([N:16]2[CH2:20][CH2:19][C@H:18]([NH:21][C:22](=[O:41])[CH2:23][NH:24][C:25]([NH:27][C:28]([O:30][CH2:31][C:32]3[CH:37]=[CH:36][C:35]([N+:38]([O-:40])=[O:39])=[CH:34][CH:33]=3)=[O:29])=[NH:26])[CH2:17]2)=[O:15])[CH2:9]1)(=O)C, predict the reaction product. The product is: [SH:7][C@@H:8]1[CH2:12][N:11]([CH3:13])[C@H:10]([C:14]([N:16]2[CH2:20][CH2:19][C@H:18]([NH:21][C:22](=[O:41])[CH2:23][NH:24][C:25]([NH:27][C:28]([O:30][CH2:31][C:32]3[CH:33]=[CH:34][C:35]([N+:38]([O-:40])=[O:39])=[CH:36][CH:37]=3)=[O:29])=[NH:26])[CH2:17]2)=[O:15])[CH2:9]1. (5) Given the reactants [OH-].[Na+].CN(C)[CH:5]=[CH:6][C:7]([C:9]1[S:13][C:12]([N:14]=CN(C)C)=[N:11][C:10]=1[CH3:19])=O.Cl.[CH3:22][C:23]1([C:26]([NH2:28])=[NH:27])[CH2:25][CH2:24]1.O, predict the reaction product. The product is: [CH3:19][C:10]1[N:11]=[C:12]([NH2:14])[S:13][C:9]=1[C:7]1[CH:6]=[CH:5][N:28]=[C:26]([C:23]2([CH3:22])[CH2:25][CH2:24]2)[N:27]=1. (6) Given the reactants C([O:3][C:4](=[O:39])[C@@H:5]([NH:15][C@H:16]([C:31](=[O:38])[NH:32][C:33]1[NH:37][N:36]=[N:35][N:34]=1)[CH2:17][C:18]1[CH:23]=[CH:22][C:21]([C:24]2[CH:29]=[CH:28][CH:27]=[C:26]([Cl:30])[CH:25]=2)=[CH:20][CH:19]=1)[CH2:6][O:7]CC1C=CC=CC=1)C, predict the reaction product. The product is: [Cl:30][C:26]1[CH:25]=[C:24]([C:21]2[CH:20]=[CH:19][C:18]([CH2:17][C@H:16]([NH:15][C@@H:5]([CH2:6][OH:7])[C:4]([OH:39])=[O:3])[C:31](=[O:38])[NH:32][C:33]3[NH:37][N:36]=[N:35][N:34]=3)=[CH:23][CH:22]=2)[CH:29]=[CH:28][CH:27]=1.[C:21]1([C:24]2[CH:25]=[CH:26][CH:27]=[CH:28][CH:29]=2)[CH:20]=[CH:19][C:18]([CH2:17][C@H:16]([NH:15][C@@H:5]([CH2:6][OH:7])[C:4]([OH:39])=[O:3])[C:31](=[O:38])[NH:32][C:33]2[NH:34][N:35]=[N:36][N:37]=2)=[CH:23][CH:22]=1.